This data is from Experimentally validated miRNA-target interactions with 360,000+ pairs, plus equal number of negative samples. The task is: Binary Classification. Given a miRNA mature sequence and a target amino acid sequence, predict their likelihood of interaction. (1) The miRNA is hsa-miR-5739 with sequence GCGGAGAGAGAAUGGGGAGC. The protein sequence of the target gene is MTAHSFALPVIIFTTFWGLIGIAGPWFVPKGPNRGVIITMLVATAVCCYLFWLIAILAQLNPLFGPQLKNETIWYVRFLWE. Result: 0 (no interaction). (2) The miRNA is hsa-miR-769-3p with sequence CUGGGAUCUCCGGGGUCUUGGUU. The protein sequence of the target gene is MSLADELLADLEEAAEEEEGGSYGEEEEEPAIEDVQEETQLDLSGDSVKSIAKLWDSKMFAEIMMKIEEYISKQANVSEVMGPVEAAPEYRVIVDANNLTVEIENELNIIHKFIRDKYSKRFPELESLVPNALDYIRTVKELGNSLDKCKNNENLQQILTNATIMVVSVTASTTQGQQLSDEELERLEEACDMALELNASKHRIYEYVESRMSFIAPNLSIIIGASTAAKIMGVAGGLTNLSKMPACNIMLLGAQRKTLSGFSSTSVLPHTGYIYHSDIVQSLPPDLRRKAARLVAAKCT.... Result: 0 (no interaction).